This data is from Peptide-MHC class II binding affinity with 134,281 pairs from IEDB. The task is: Regression. Given a peptide amino acid sequence and an MHC pseudo amino acid sequence, predict their binding affinity value. This is MHC class II binding data. The peptide sequence is QNRMKLADCAVGFGS. The MHC is DRB1_1501 with pseudo-sequence DRB1_1501. The binding affinity (normalized) is 0.433.